From a dataset of Catalyst prediction with 721,799 reactions and 888 catalyst types from USPTO. Predict which catalyst facilitates the given reaction. (1) Reactant: [F:1][CH:2]([F:5])[CH2:3]Cl.[Cl:6][C:7]1[CH:14]=[CH:13][C:10]([CH2:11][NH2:12])=[CH:9][CH:8]=1. Product: [F:1][CH:2]([F:5])[CH2:3][NH:12][CH2:11][C:10]1[CH:13]=[CH:14][C:7]([Cl:6])=[CH:8][CH:9]=1. The catalyst class is: 6. (2) Reactant: [F:1][C:2]1([F:21])[CH2:5][N:4]([C:6]2[C:7]([O:15][CH2:16][C:17]([F:20])([F:19])[F:18])=[CH:8][C:9]([C:12](O)=[O:13])=[N:10][CH:11]=2)[CH2:3]1.O[N:23]=[C:24]([NH2:29])[C:25]([CH3:28])([CH3:27])[CH3:26].C(OCC)(=O)C. Product: [C:25]([C:24]1[N:29]=[C:12]([C:9]2[CH:8]=[C:7]([O:15][CH2:16][C:17]([F:19])([F:18])[F:20])[C:6]([N:4]3[CH2:5][C:2]([F:1])([F:21])[CH2:3]3)=[CH:11][N:10]=2)[O:13][N:23]=1)([CH3:28])([CH3:27])[CH3:26]. The catalyst class is: 194. (3) Reactant: [NH:1]1[C:9]2[C:4](=[CH:5][CH:6]=[CH:7][C:8]=2[NH:10][S:11]([CH3:14])(=[O:13])=[O:12])[CH:3]=[CH:2]1.C(O)(C(F)(F)F)=O.[CH3:22][C:23]1[O:24][C:25]2[CH:31]=[CH:30][C:29]([C:32](O)([CH2:35][CH3:36])[CH2:33][CH3:34])=[CH:28][C:26]=2[CH:27]=1. Product: [CH2:33]([C:32]([C:3]1[C:4]2[C:9](=[C:8]([NH:10][S:11]([CH3:14])(=[O:12])=[O:13])[CH:7]=[CH:6][CH:5]=2)[NH:1][CH:2]=1)([C:29]1[CH:30]=[CH:31][C:25]2[O:24][C:23]([CH3:22])=[CH:27][C:26]=2[CH:28]=1)[CH2:35][CH3:36])[CH3:34]. The catalyst class is: 2. (4) Reactant: [OH-].[K+].[Br:3][C:4]1[CH:5]=[CH:6][C:7]2[N:8]([N:10]=[C:11]([C:24]3[CH:29]=[CH:28][CH:27]=[CH:26][CH:25]=3)[C:12]=2[CH2:13][C:14]2[N:19]=[C:18]([C:20]([O:22]C)=[O:21])[CH:17]=[CH:16][CH:15]=2)[CH:9]=1.Cl. Product: [Br:3][C:4]1[CH:5]=[CH:6][C:7]2[N:8]([N:10]=[C:11]([C:24]3[CH:25]=[CH:26][CH:27]=[CH:28][CH:29]=3)[C:12]=2[CH2:13][C:14]2[N:19]=[C:18]([C:20]([OH:22])=[O:21])[CH:17]=[CH:16][CH:15]=2)[CH:9]=1. The catalyst class is: 5. (5) Reactant: [N:1]([C:4]1[CH:9]=[CH:8][C:7]([F:10])=[CH:6][C:5]=1[Cl:11])=[N+:2]=[N-:3].[CH3:12][O:13][C:14]1[CH:19]=[CH:18][C:17]([CH2:20][C:21]#[N:22])=[CH:16][CH:15]=1.C[O-].[Na+]. Product: [Cl:11][C:5]1[CH:6]=[C:7]([F:10])[CH:8]=[CH:9][C:4]=1[N:1]1[C:21]([NH2:22])=[C:20]([C:17]2[CH:18]=[CH:19][C:14]([O:13][CH3:12])=[CH:15][CH:16]=2)[N:3]=[N:2]1. The catalyst class is: 162. (6) Reactant: N[C:2]1[CH:3]=[C:4]([S:8]([N:11]([C:18]2[CH:23]=[CH:22][CH:21]=[CH:20][C:19]=2[C:24]([OH:41])([C:37]([F:40])([F:39])[F:38])[C:25]#[C:26][C:27]2[CH:32]=[CH:31][C:30]([S:33]([CH3:36])(=[O:35])=[O:34])=[CH:29][CH:28]=2)[CH2:12][CH2:13][C:14]([F:17])([F:16])[F:15])(=[O:10])=[O:9])[CH:5]=[CH:6][CH:7]=1.N([O-])=[O:43].[Na+]. Product: [OH:43][C:2]1[CH:3]=[C:4]([S:8]([N:11]([C:18]2[CH:23]=[CH:22][CH:21]=[CH:20][C:19]=2[C:24]([OH:41])([C:37]([F:40])([F:39])[F:38])[C:25]#[C:26][C:27]2[CH:32]=[CH:31][C:30]([S:33]([CH3:36])(=[O:35])=[O:34])=[CH:29][CH:28]=2)[CH2:12][CH2:13][C:14]([F:17])([F:16])[F:15])(=[O:10])=[O:9])[CH:5]=[CH:6][CH:7]=1. The catalyst class is: 223. (7) Reactant: Cl[C:2]1[N:7]=[CH:6][C:5]2[N:8]=[C:9]([C@H:17]([O:19][CH:20]3[CH2:25][CH2:24][CH2:23][CH2:22][O:21]3)[CH3:18])[N:10]([C@@H:11]([CH3:16])[C:12]([F:15])([F:14])[F:13])[C:4]=2[CH:3]=1.[NH2:26][C:27]1[CH:32]=[CH:31][N:30]=[C:29]([N:33]2[CH2:38][CH2:37][C@@H:36]([OH:39])[C@@H:35]([F:40])[CH2:34]2)[N:28]=1.C1(P(C2CCCCC2)C2C=CC=CC=2C2C(C(C)C)=CC(C(C)C)=CC=2C(C)C)CCCCC1.C(=O)([O-])[O-].[Cs+].[Cs+]. Product: [F:40][C@@H:35]1[C@H:36]([OH:39])[CH2:37][CH2:38][N:33]([C:29]2[N:28]=[C:27]([NH:26][C:2]3[N:7]=[CH:6][C:5]4[N:8]=[C:9]([C@H:17]([O:19][CH:20]5[CH2:25][CH2:24][CH2:23][CH2:22][O:21]5)[CH3:18])[N:10]([C@@H:11]([CH3:16])[C:12]([F:15])([F:14])[F:13])[C:4]=4[CH:3]=3)[CH:32]=[CH:31][N:30]=2)[CH2:34]1. The catalyst class is: 62. (8) Reactant: C(OC([C:6]1[C:10]([C:11]2[CH:16]=[CH:15][C:14]([O:17][CH2:18][C:19]3[CH:24]=[CH:23][CH:22]=[CH:21][CH:20]=3)=[CH:13][CH:12]=2)=[CH:9][S:8][C:7]=1[NH:25][C:26](=[O:33])[CH2:27][C:28](OCC)=[O:29])=O)C.[H-].[Na+]. Product: [CH2:18]([O:17][C:14]1[CH:15]=[CH:16][C:11]([C:10]2[C:6]3[C:28]([OH:29])=[CH:27][C:26](=[O:33])[NH:25][C:7]=3[S:8][CH:9]=2)=[CH:12][CH:13]=1)[C:19]1[CH:24]=[CH:23][CH:22]=[CH:21][CH:20]=1. The catalyst class is: 1.